From a dataset of Full USPTO retrosynthesis dataset with 1.9M reactions from patents (1976-2016). Predict the reactants needed to synthesize the given product. (1) The reactants are: [CH3:1][O:2][C:3]1[CH:4]=[C:5]2[C:10](=[CH:11][C:12]=1[O:13][CH3:14])[N:9]=[CH:8][N:7]=[C:6]2[O:15][C:16]1[CH:22]=[CH:21][C:19]([NH2:20])=[CH:18][CH:17]=1.Cl[C:24](Cl)([O:26][C:27](=[O:33])OC(Cl)(Cl)Cl)Cl.[CH2:35](O)[CH:36]=C.C(=O)(O)[O-].[Na+]. Given the product [CH3:1][O:2][C:3]1[CH:4]=[C:5]2[C:10](=[CH:11][C:12]=1[O:13][CH3:14])[N:9]=[CH:8][N:7]=[C:6]2[O:15][C:16]1[CH:22]=[CH:21][C:19]([NH:20][C:27](=[O:33])[O:26][CH2:24][CH:35]=[CH2:36])=[CH:18][CH:17]=1, predict the reactants needed to synthesize it. (2) Given the product [Br:7][C:5]1[CH:4]=[N:3][N:2]([O:1][C:14]([N:8]2[CH2:13][CH2:12][O:11][CH2:10][CH2:9]2)=[O:15])[CH:6]=1, predict the reactants needed to synthesize it. The reactants are: [OH:1][N:2]1[CH:6]=[C:5]([Br:7])[CH:4]=[N:3]1.[N:8]1([C:14](Cl)=[O:15])[CH2:13][CH2:12][O:11][CH2:10][CH2:9]1. (3) Given the product [CH3:23][C:13]1[S:14][C:15]([C:16]2[CH:17]=[C:18]([CH3:22])[CH:19]=[CH:20][CH:21]=2)=[C:11]([C:9]([N:8]2[CH2:7][C@H:6]3[C@H:4]([CH2:5]3)[C@H:3]2[CH2:2][NH:1][C:43]([C:39]2[CH:40]=[CH:41][CH:42]=[C:36]3[S:35][C:34]([Cl:33])=[N:38][C:37]=23)=[O:44])=[O:10])[N:12]=1, predict the reactants needed to synthesize it. The reactants are: [NH2:1][CH2:2][C@H:3]1[N:8]([C:9]([C:11]2[N:12]=[C:13]([CH3:23])[S:14][C:15]=2[C:16]2[CH:17]=[C:18]([CH3:22])[CH:19]=[CH:20][CH:21]=2)=[O:10])[CH2:7][C@H:6]2[C@@H:4]1[CH2:5]2.CCN(C(C)C)C(C)C.[Cl:33][C:34]1[S:35][C:36]2[C:37](=[C:39]([C:43](Cl)=[O:44])[CH:40]=[CH:41][CH:42]=2)[N:38]=1. (4) Given the product [CH2:23]([N:7]1[CH:6]=[C:5]([C:1]([CH3:4])([CH3:2])[CH3:3])[S:9]/[C:8]/1=[N:10]\[C:11](=[O:21])[C:12]1[CH:17]=[C:16]([Cl:18])[CH:15]=[CH:14][C:13]=1[O:19][CH3:20])[CH2:24][CH2:25][CH3:26], predict the reactants needed to synthesize it. The reactants are: [C:1]([C:5]1[S:9][C:8]([NH:10][C:11](=[O:21])[C:12]2[CH:17]=[C:16]([Cl:18])[CH:15]=[CH:14][C:13]=2[O:19][CH3:20])=[N:7][CH:6]=1)([CH3:4])([CH3:3])[CH3:2].I[CH2:23][CH2:24][CH2:25][CH3:26].C(=O)([O-])[O-].[K+].[K+].